From a dataset of Catalyst prediction with 721,799 reactions and 888 catalyst types from USPTO. Predict which catalyst facilitates the given reaction. Reactant: Cl[C:2]1[C:7]([N+:8]([O-:10])=[O:9])=[CH:6][CH:5]=[CH:4][N:3]=1.[CH3:11]B(O)O.C([O-])([O-])=O.[K+].[K+]. Product: [CH3:11][C:2]1[C:7]([N+:8]([O-:10])=[O:9])=[CH:6][CH:5]=[CH:4][N:3]=1. The catalyst class is: 77.